From a dataset of Reaction yield outcomes from USPTO patents with 853,638 reactions. Predict the reaction yield, written as a fraction of the theoretical maximum amount of product (1.0 means a 100% yield; for example, 0.34 means a 34% yield). (1) The reactants are [NH2:1][C:2]1[CH:7]=[CH:6][C:5]([N:8]2[C:12]([NH:13][C:14]([NH:16][C:17]3[CH:22]=[CH:21][C:20]([O:23][C:24]4[CH:29]=[CH:28][N:27]=[CH:26][CH:25]=4)=[CH:19][CH:18]=3)=[O:15])=[CH:11][C:10]([C:30]([CH3:33])([CH3:32])[CH3:31])=[N:9]2)=[CH:4][CH:3]=1.[CH3:34][O:35][CH2:36][CH2:37][C:38](Cl)=[O:39].CCN(CC)CC. The catalyst is C1COCC1. The product is [C:30]([C:10]1[CH:11]=[C:12]([NH:13][C:14]([NH:16][C:17]2[CH:22]=[CH:21][C:20]([O:23][C:24]3[CH:25]=[CH:26][N:27]=[CH:28][CH:29]=3)=[CH:19][CH:18]=2)=[O:15])[N:8]([C:5]2[CH:6]=[CH:7][C:2]([NH:1][C:38](=[O:39])[CH2:37][CH2:36][O:35][CH3:34])=[CH:3][CH:4]=2)[N:9]=1)([CH3:33])([CH3:32])[CH3:31]. The yield is 0.210. (2) The reactants are CS(O[CH:6]1[CH2:11][CH2:10][N:9]([C:12]([O:14][C:15]([CH3:18])([CH3:17])[CH3:16])=[O:13])[CH2:8][CH2:7]1)(=O)=O.C([O-])([O-])=O.[K+].[K+].[F:25][C:26]1[CH:27]=[C:28]([SH:32])[CH:29]=[CH:30][CH:31]=1. The catalyst is C(#N)C. The product is [F:25][C:26]1[CH:27]=[C:28]([S:32][CH:6]2[CH2:7][CH2:8][N:9]([C:12]([O:14][C:15]([CH3:16])([CH3:17])[CH3:18])=[O:13])[CH2:10][CH2:11]2)[CH:29]=[CH:30][CH:31]=1. The yield is 1.00. (3) The reactants are [Br:1][C:2]1[C:3]([CH3:9])=[N:4][C:5](Br)=[CH:6][CH:7]=1.[Cu][C:11]#[N:12].CN(C)C=O.O. The catalyst is C(OCC)(=O)C. The product is [Br:1][C:2]1[CH:7]=[CH:6][C:5]([C:11]#[N:12])=[N:4][C:3]=1[CH3:9]. The yield is 0.490. (4) The reactants are [NH2:1][C:2]1[C:7]([C:8]#[N:9])=[C:6]([O:10][CH2:11][CH2:12][OH:13])[N:5]=[C:4]([NH2:14])[CH:3]=1.NC1C(C#N)=C(OC(C)C)N=C(N[C:29](=[O:41])[CH2:30][C:31]2[CH:36]=[C:35]([O:37][CH3:38])[CH:34]=[CH:33][C:32]=2[O:39][CH3:40])C=1.O.[OH-].[Na+]. The catalyst is N1C=CC=CC=1.C(Cl)Cl.C1COCC1. The product is [NH2:1][C:2]1[C:7]([C:8]#[N:9])=[C:6]([O:10][CH2:11][CH2:12][OH:13])[N:5]=[C:4]([NH:14][C:29](=[O:41])[CH2:30][C:31]2[CH:36]=[C:35]([O:37][CH3:38])[CH:34]=[CH:33][C:32]=2[O:39][CH3:40])[CH:3]=1. The yield is 0.0500. (5) The reactants are [CH3:1][O:2][C:3]1[CH:4]=[C:5]([CH:7]=[CH:8][C:9]=1[O:10][CH3:11])[NH2:6].[Br:12][C:13]1[N:14]=[C:15](Br)[C:16]2[N:17]([CH:19]=[CH:20][N:21]=2)[CH:18]=1.C(N(CC)C(C)C)(C)C.CN([CH:35]=[O:36])C. No catalyst specified. The product is [Br:12][C:13]1[N:14]=[C:15]([NH:6][C:5]2[CH:7]=[C:8]([O:36][CH3:35])[C:9]([O:10][CH3:11])=[C:3]([O:2][CH3:1])[CH:4]=2)[C:16]2[N:17]([CH:19]=[CH:20][N:21]=2)[CH:18]=1. The yield is 0.740. (6) The reactants are [NH2:1][C:2]1[CH:7]=[CH:6][N:5]=[CH:4][CH:3]=1.[Li+].C[Si]([N-][Si](C)(C)C)(C)C.[CH:18]1([CH2:21][C:22](=[O:33])[CH2:23][C:24]2[CH:29]=[CH:28][N:27]=[C:26](S(C)=O)[N:25]=2)[CH2:20][CH2:19]1. The catalyst is C1COCC1. The product is [CH:18]1([CH2:21][C:22](=[O:33])[CH2:23][C:24]2[CH:29]=[CH:28][N:27]=[C:26]([NH:1][C:2]3[CH:7]=[CH:6][N:5]=[CH:4][CH:3]=3)[N:25]=2)[CH2:19][CH2:20]1. The yield is 0.860. (7) The reactants are C([O:3][C:4](=[O:29])[CH2:5][C:6]1[N:7]=[C:8]([NH:11][C:12]([NH:14][C:15]2[CH:20]=[CH:19][C:18]([CH3:21])=[CH:17][C:16]=2[C:22]([CH:24]2[CH2:28][CH2:27][CH2:26][CH2:25]2)=[O:23])=[O:13])[S:9][CH:10]=1)C.[Br:30]N1C(=O)CCC1=O. The catalyst is C(O)(=O)C. The product is [Br:30][C:10]1[S:9][C:8]([NH:11][C:12]([NH:14][C:15]2[CH:20]=[CH:19][C:18]([CH3:21])=[CH:17][C:16]=2[C:22]([CH:24]2[CH2:28][CH2:27][CH2:26][CH2:25]2)=[O:23])=[O:13])=[N:7][C:6]=1[CH2:5][C:4]([OH:3])=[O:29]. The yield is 0.570. (8) The reactants are [C:1]([C:3]1[CH:4]=[C:5](I)[C:6]([CH3:13])=[C:7]([CH:12]=1)[C:8]([O:10][CH3:11])=[O:9])#[N:2].[CH3:15][N:16]1[C:20](B2OC(C)(C)C(C)(C)O2)=[C:19]([CH3:30])[CH:18]=[N:17]1.C1(P(C2CCCCC2)C2C=CC=CC=2C2C(OC)=CC=CC=2OC)CCCCC1.P([O-])([O-])([O-])=O.[K+].[K+].[K+]. The catalyst is C1(C)C=CC=CC=1.O.C([O-])(=O)C.[Pd+2].C([O-])(=O)C. The product is [C:1]([C:3]1[CH:4]=[C:5]([C:20]2[N:16]([CH3:15])[N:17]=[CH:18][C:19]=2[CH3:30])[C:6]([CH3:13])=[C:7]([CH:12]=1)[C:8]([O:10][CH3:11])=[O:9])#[N:2]. The yield is 0.330. (9) The reactants are [NH2:1][C:2]1[C:10]([N+:11]([O-:13])=[O:12])=[CH:9][CH:8]=[CH:7][C:3]=1[C:4]([OH:6])=O.CN(C(ON1N=NC2C=CC=CC1=2)=[N+](C)C)C.F[P-](F)(F)(F)(F)F.CCN(C(C)C)C(C)C.S(O)(O)(=O)=O.[NH2:52][C:53]1[NH:54][CH:55]=[CH:56][N:57]=1.[OH-].[Na+]. The catalyst is CN(C=O)C.[Cl-].[Na+].O. The product is [NH2:1][C:2]1[C:10]([N+:11]([O-:13])=[O:12])=[CH:9][CH:8]=[CH:7][C:3]=1[C:4]([NH:52][C:53]1[NH:54][CH:55]=[CH:56][N:57]=1)=[O:6]. The yield is 0.750.